Dataset: Reaction yield outcomes from USPTO patents with 853,638 reactions. Task: Predict the reaction yield, written as a fraction of the theoretical maximum amount of product (1.0 means a 100% yield; for example, 0.34 means a 34% yield). (1) The product is [NH:22]1[CH:26]=[CH:25][CH:24]=[C:23]1/[CH:27]=[C:10]1\[C:9](=[O:11])[N:8]([CH2:12][C:13]2[C:17]([Cl:18])=[CH:16][N:15]([CH2:19][CH3:20])[N:14]=2)[C:6]2[N:7]=[C:2]([NH2:1])[N:3]=[C:4]([Cl:21])[C:5]\1=2. The reactants are [NH2:1][C:2]1[N:3]=[C:4]([Cl:21])[C:5]2[CH2:10][C:9](=[O:11])[N:8]([CH2:12][C:13]3[C:17]([Cl:18])=[CH:16][N:15]([CH2:19][CH3:20])[N:14]=3)[C:6]=2[N:7]=1.[NH:22]1[CH:26]=[CH:25][CH:24]=[C:23]1[CH:27]=O.N1CCCCC1. The catalyst is CCO. The yield is 0.340. (2) The reactants are C([O:8][P:9]([O:19][C:20]1[CH:28]=[C:27]2[C:23]([C@H:24]([CH2:71][Cl:72])[CH2:25][N:26]2[C:29](=[O:70])[CH2:30][CH2:31][CH2:32][C:33]([N:35]2[C:43]3[CH:42]=[C:41]([NH:44][C:45](=[O:63])[C@@H:46]([NH:48][C:49](=[O:62])[C@@H:50]([NH:54][C:55](=[O:61])OC(C)(C)C)[CH:51]([CH3:53])[CH3:52])[CH3:47])[C:40]4[CH:64]=[CH:65][CH:66]=[CH:67][C:39]=4[C:38]=3[C@H:37]([CH2:68][Cl:69])[CH2:36]2)=[O:34])=[C:22]2[C:73]([CH3:76])=[CH:74][S:75][C:21]=12)([O:11]CC1C=CC=CC=1)=[O:10])C1C=CC=CC=1.C(O)(C(F)(F)F)=O.[O:84]=[C:85]1[CH:89]=[CH:88][C:87](=[O:90])[N:86]1[CH2:91][CH2:92][CH2:93][CH2:94][CH2:95]C(OC1C(F)=C(F)C(F)=C(F)C=1F)=O. The catalyst is C(Cl)Cl.C1(S)C=CC=CC=1. The product is [P:9]([OH:8])([OH:11])([O:19][C:20]1[CH:28]=[C:27]2[C:23]([C@H:24]([CH2:71][Cl:72])[CH2:25][N:26]2[C:29](=[O:70])[CH2:30][CH2:31][CH2:32][C:33]([N:35]2[C:43]3[CH:42]=[C:41]([NH:44][C:45](=[O:63])[C@@H:46]([NH:48][C:49](=[O:62])[C@@H:50]([NH:54][C:55](=[O:61])[CH2:95][CH2:94][CH2:93][CH2:92][CH2:91][N:86]4[C:87](=[O:90])[CH:88]=[CH:89][C:85]4=[O:84])[CH:51]([CH3:52])[CH3:53])[CH3:47])[C:40]4[CH:64]=[CH:65][CH:66]=[CH:67][C:39]=4[C:38]=3[C@H:37]([CH2:68][Cl:69])[CH2:36]2)=[O:34])=[C:22]2[C:73]([CH3:76])=[CH:74][S:75][C:21]=12)=[O:10]. The yield is 0.680. (3) The reactants are CN(C=O)C.[N:6]1[CH:11]=[CH:10][N:9]=[CH:8][C:7]=1[C:12]([OH:14])=O.S(Cl)(Cl)=O.[NH2:19][C:20]1[CH:25]=[C:24]([O:26][CH2:27][C:28]2[CH:33]=[CH:32][CH:31]=[CH:30][CH:29]=2)[C:23]([O:34][CH3:35])=[CH:22][C:21]=1[C:36]([N:38]1[CH2:43][CH2:42][N:41]([C:44]2[CH:49]=[CH:48][CH:47]=[CH:46][C:45]=2[O:50][CH3:51])[CH2:40][CH2:39]1)=[O:37]. The catalyst is C1C=CC=CC=1.C(N(CC)CC)C. The product is [CH2:27]([O:26][C:24]1[C:23]([O:34][CH3:35])=[CH:22][C:21]([C:36]([N:38]2[CH2:39][CH2:40][N:41]([C:44]3[CH:49]=[CH:48][CH:47]=[CH:46][C:45]=3[O:50][CH3:51])[CH2:42][CH2:43]2)=[O:37])=[C:20]([NH:19][C:12]([C:7]2[CH:8]=[N:9][CH:10]=[CH:11][N:6]=2)=[O:14])[CH:25]=1)[C:28]1[CH:33]=[CH:32][CH:31]=[CH:30][CH:29]=1. The yield is 0.710. (4) The reactants are [CH2:1]([O:8][C:9]([NH:11][NH:12][C@@H:13]([C:17]([CH3:20])([CH3:19])[CH3:18])[CH2:14][CH:15]=[CH2:16])=[O:10])[C:2]1[CH:7]=[CH:6][CH:5]=[CH:4][CH:3]=1.C([O-])([O-])=O.[K+].[K+].[CH3:27][C:28]1[CH:29]=[C:30]([CH:34]=[C:35]([CH3:37])[CH:36]=1)[C:31](Cl)=[O:32]. The catalyst is C(Cl)Cl. The product is [CH2:1]([O:8][C:9]([NH:11][N:12]([C@@H:13]([C:17]([CH3:20])([CH3:19])[CH3:18])[CH2:14][CH:15]=[CH2:16])[C:31](=[O:32])[C:30]1[CH:34]=[C:35]([CH3:37])[CH:36]=[C:28]([CH3:27])[CH:29]=1)=[O:10])[C:2]1[CH:7]=[CH:6][CH:5]=[CH:4][CH:3]=1. The yield is 0.889. (5) The reactants are CN(C(ON1N=NC2C=CC=NC1=2)=[N+](C)C)C.F[P-](F)(F)(F)(F)F.[CH3:25][O:26][C:27]1[CH:32]=[CH:31][C:30]([C:33]2[CH:38]=[CH:37][C:36]([C:39]([OH:41])=O)=[C:35]([N+:42]([O-:44])=[O:43])[CH:34]=2)=[CH:29][CH:28]=1.Cl.[CH3:46][C:47]([O:50][C@H:51]([CH3:58])[C@@H:52]([C:54]([O:56][CH3:57])=[O:55])[NH2:53])([CH3:49])[CH3:48].C(N(C(C)C)CC)(C)C. The catalyst is CN(C=O)C.C(OCC)(=O)C.CCCCCC.C(OCC)(=O)C. The product is [CH3:49][C:47]([O:50][C@H:51]([CH3:58])[C@@H:52]([C:54]([O:56][CH3:57])=[O:55])[NH:53][C:39]([C:36]1[CH:37]=[CH:38][C:33]([C:30]2[CH:29]=[CH:28][C:27]([O:26][CH3:25])=[CH:32][CH:31]=2)=[CH:34][C:35]=1[N+:42]([O-:44])=[O:43])=[O:41])([CH3:46])[CH3:48]. The yield is 0.670. (6) The reactants are CC1(C)C2C=CC=C(P(C3C=CC=CC=3)C3C=CC=CC=3)C=2OC2C1=CC=CC=2P(C1C=CC=CC=1)C1C=CC=CC=1.Br[C:44]1[O:48][C:47]([C:49]2[C:54]([F:55])=[CH:53][CH:52]=[CH:51][C:50]=2[F:56])=[N:46][C:45]=1[C:57]#[N:58].[NH2:59][C:60]1[CH:68]=[CH:67][C:63]([C:64]([OH:66])=[O:65])=[CH:62][CH:61]=1.C(=O)([O-])[O-].[Cs+].[Cs+]. The catalyst is C(O)CCC.O1CCOCC1.CCOC(C)=O.C1C=CC(/C=C/C(/C=C/C2C=CC=CC=2)=O)=CC=1.C1C=CC(/C=C/C(/C=C/C2C=CC=CC=2)=O)=CC=1.C1C=CC(/C=C/C(/C=C/C2C=CC=CC=2)=O)=CC=1.[Pd].[Pd]. The product is [C:57]([C:45]1[N:46]=[C:47]([C:49]2[C:54]([F:55])=[CH:53][CH:52]=[CH:51][C:50]=2[F:56])[O:48][C:44]=1[NH:59][C:60]1[CH:68]=[CH:67][C:63]([C:64]([OH:66])=[O:65])=[CH:62][CH:61]=1)#[N:58]. The yield is 0.140. (7) The reactants are [Br:1][C:2]1[C:3](F)=[C:4]2[C:10]([NH:11][C:12]([CH:14]3[CH2:16][CH2:15]3)=[O:13])=[CH:9][NH:8][C:5]2=[N:6][CH:7]=1.[NH:18]1[CH2:23][CH2:22][CH2:21][C@@H:20]([NH:24][C:25](=[O:31])[O:26][C:27]([CH3:30])([CH3:29])[CH3:28])[CH2:19]1. No catalyst specified. The product is [Br:1][C:2]1[C:3]([N:18]2[CH2:23][CH2:22][CH2:21][C@@H:20]([NH:24][C:25](=[O:31])[O:26][C:27]([CH3:29])([CH3:28])[CH3:30])[CH2:19]2)=[C:4]2[C:10]([NH:11][C:12]([CH:14]3[CH2:16][CH2:15]3)=[O:13])=[CH:9][NH:8][C:5]2=[N:6][CH:7]=1. The yield is 0.470.